From a dataset of Full USPTO retrosynthesis dataset with 1.9M reactions from patents (1976-2016). Predict the reactants needed to synthesize the given product. (1) Given the product [S:24]1[CH:28]=[CH:27][C:26]([C:2]2[N:3]=[C:4]([N:11]3[CH2:16][CH2:15][N:14]([C:17]([O:19][C:20]([CH3:23])([CH3:22])[CH3:21])=[O:18])[CH2:13][CH2:12]3)[C:5]3[N:6]([CH:8]=[N:9][N:10]=3)[CH:7]=2)=[CH:25]1, predict the reactants needed to synthesize it. The reactants are: Br[C:2]1[N:3]=[C:4]([N:11]2[CH2:16][CH2:15][N:14]([C:17]([O:19][C:20]([CH3:23])([CH3:22])[CH3:21])=[O:18])[CH2:13][CH2:12]2)[C:5]2[N:6]([CH:8]=[N:9][N:10]=2)[CH:7]=1.[S:24]1[CH:28]=[CH:27][C:26](B(O)O)=[CH:25]1.C([O-])([O-])=O.[Cs+].[Cs+].O1CCOCC1. (2) The reactants are: C([O:9][CH2:10][CH2:11][N:12]1[C:20]2[C:19](Cl)=[N:18][CH:17]=[N:16][C:15]=2[CH:14]=[CH:13]1)(=O)C1C=CC=CC=1.[S:22]1[C:26]2[CH:27]=[CH:28][CH:29]=[C:30]([O:31][C:32]3[CH:38]=[CH:37][C:35]([NH2:36])=[CH:34][C:33]=3[O:39][CH3:40])[C:25]=2[CH:24]=[N:23]1.C(=O)([O-])O.[Na+]. Given the product [S:22]1[C:26]2[CH:27]=[CH:28][CH:29]=[C:30]([O:31][C:32]3[CH:38]=[CH:37][C:35]([NH:36][C:19]4[C:20]5[N:12]([CH2:11][CH2:10][OH:9])[CH:13]=[CH:14][C:15]=5[N:16]=[CH:17][N:18]=4)=[CH:34][C:33]=3[O:39][CH3:40])[C:25]=2[CH:24]=[N:23]1, predict the reactants needed to synthesize it. (3) Given the product [N:53]1([C:29]([C:28]2[CH:32]=[CH:33][C:25]([N:21]3[CH2:22][CH2:23][CH2:24][CH:18]([N:15]4[CH2:16][CH2:17][C@@H:13]([NH:12][C:10](=[O:11])[CH2:9][NH:8][C:6](=[O:7])[C:5]5[CH:34]=[CH:35][CH:36]=[C:3]([C:2]([F:37])([F:38])[F:1])[CH:4]=5)[CH2:14]4)[CH2:19][CH2:20]3)=[CH:26][CH:27]=2)=[O:31])[CH2:48][CH2:49][O:72][CH2:51][CH2:52]1, predict the reactants needed to synthesize it. The reactants are: [F:1][C:2]([F:38])([F:37])[C:3]1[CH:4]=[C:5]([CH:34]=[CH:35][CH:36]=1)[C:6]([NH:8][CH2:9][C:10]([NH:12][C@@H:13]1[CH2:17][CH2:16][N:15]([CH:18]2[CH2:24][CH2:23][CH2:22][N:21]([C:25]3[CH:33]=[CH:32][C:28]([C:29]([OH:31])=O)=[CH:27][CH:26]=3)[CH2:20][CH2:19]2)[CH2:14]1)=[O:11])=[O:7].CN(C(ON1N=N[C:49]2C=[CH:51][CH:52]=[N:53][C:48]1=2)=[N+](C)C)C.F[P-](F)(F)(F)(F)F.C(N(CC)C(C)C)(C)C.[OH:72]N1C2C=CC=CC=2N=N1.N1CCOCC1.C([O-])(O)=O.[Na+]. (4) Given the product [F:65][CH:33]([F:32])[C:34]1[CH:39]=[C:38]([C:40]([OH:49])([C:45]([F:46])([F:47])[F:48])[C:41]([F:42])([F:43])[F:44])[CH:37]=[CH:36][C:35]=1[C:50]1[S:54][C:53]([C:55]([NH:57][CH2:58][C:59]([OH:62])([CH3:60])[CH3:61])=[O:56])=[N:52][C:51]=1[C:63]([N:21]1[CH2:22][CH2:24][CH2:19][C@@H:20]1[CH2:29][OH:31])=[O:64], predict the reactants needed to synthesize it. The reactants are: ClC1C(Cl)=C(C(O)(C(F)(F)F)C(F)(F)F)C=CC=1[C:19]1S[C:22]([C:24](OCC)=O)=[N:21][C:20]=1[C:29]([OH:31])=O.[F:32][CH:33]([F:65])[C:34]1[CH:39]=[C:38]([C:40]([OH:49])([C:45]([F:48])([F:47])[F:46])[C:41]([F:44])([F:43])[F:42])[CH:37]=[CH:36][C:35]=1[C:50]1[S:54][C:53]([C:55]([NH:57][CH2:58][C:59]([OH:62])([CH3:61])[CH3:60])=[O:56])=[N:52][C:51]=1[CH2:63][OH:64].N1CCC[C@@H]1CO. (5) The reactants are: Cl[C:2]1[CH:7]=[CH:6][N:5]=[C:4]([NH2:8])[C:3]=1I.[NH2:10][C:11]1[CH:12]=[C:13]([OH:17])[CH:14]=[CH:15][CH:16]=1.[O:18]([C:25]1[CH:30]=[CH:29][C:28](B(O)O)=[CH:27][CH:26]=1)[C:19]1[CH:24]=[CH:23][CH:22]=[CH:21][CH:20]=1.Cl.[CH3:35][N:36]([CH3:43])[CH2:37]/[CH:38]=[CH:39]/[C:40](O)=[O:41]. Given the product [NH2:8][C:4]1[C:3]([C:22]2[CH:23]=[CH:24][C:19]([O:18][C:25]3[CH:30]=[CH:29][CH:28]=[CH:27][CH:26]=3)=[CH:20][CH:21]=2)=[C:2]([O:17][C:13]2[CH:12]=[C:11]([NH:10][C:40](=[O:41])/[CH:39]=[CH:38]/[CH2:37][N:36]([CH3:43])[CH3:35])[CH:16]=[CH:15][CH:14]=2)[CH:7]=[CH:6][N:5]=1, predict the reactants needed to synthesize it. (6) Given the product [Br:1][C:2]1[CH:10]=[CH:9][C:5]([C:6]([N:24]2[CH2:25][CH2:26][N:21]([C:18]3[C:17]([CH3:27])=[CH:16][C:15]([CH2:13][CH3:14])=[CH:20][N:19]=3)[CH2:22][CH2:23]2)=[O:8])=[C:4]([CH:3]=1)[C:11]#[N:12], predict the reactants needed to synthesize it. The reactants are: [Br:1][C:2]1[CH:10]=[CH:9][C:5]([C:6]([OH:8])=O)=[C:4]([C:11]#[N:12])[CH:3]=1.[CH2:13]([C:15]1[CH:16]=[C:17]([CH3:27])[C:18]([N:21]2[CH2:26][CH2:25][NH:24][CH2:23][CH2:22]2)=[N:19][CH:20]=1)[CH3:14]. (7) Given the product [Cl:16][S:17]([C:14]1[CH:13]=[CH:12][C:4]([O:5][CH2:6][C:7]([O:9][CH2:10][CH3:11])=[O:8])=[C:3]([CH2:1][CH3:2])[CH:15]=1)(=[O:19])=[O:18], predict the reactants needed to synthesize it. The reactants are: [CH2:1]([C:3]1[CH:15]=[CH:14][CH:13]=[CH:12][C:4]=1[O:5][CH2:6][C:7]([O:9][CH2:10][CH3:11])=[O:8])[CH3:2].[Cl:16][S:17](O)(=[O:19])=[O:18]. (8) The reactants are: [OH:1][C:2]1[CH:10]=[CH:9][C:8]([C:11]2[N:12]([C:27]([O:29][C:30]([CH3:33])([CH3:32])[CH3:31])=[O:28])[C:13]3[C:18]([CH:19]=2)=[CH:17][C:16]([CH2:20][N:21]2[CH2:26][CH2:25][CH2:24][CH2:23][CH2:22]2)=[CH:15][CH:14]=3)=[C:7]2[C:3]=1[CH2:4][NH:5][C:6]2=[O:34].C(N(CC)CC)C.[F:42][C:43]([F:55])([F:54])[C:44]1[CH:45]=[C:46]([S:50](Cl)(=[O:52])=[O:51])[CH:47]=[CH:48][CH:49]=1. Given the product [F:55][C:43]([F:42])([F:54])[C:44]1[CH:45]=[C:46]([S:50]([O:1][C:2]2[CH:10]=[CH:9][C:8]([C:11]3[N:12]([C:27]([O:29][C:30]([CH3:31])([CH3:33])[CH3:32])=[O:28])[C:13]4[C:18]([CH:19]=3)=[CH:17][C:16]([CH2:20][N:21]3[CH2:26][CH2:25][CH2:24][CH2:23][CH2:22]3)=[CH:15][CH:14]=4)=[C:7]3[C:3]=2[CH2:4][NH:5][C:6]3=[O:34])(=[O:51])=[O:52])[CH:47]=[CH:48][CH:49]=1, predict the reactants needed to synthesize it.